This data is from CYP2C9 inhibition data for predicting drug metabolism from PubChem BioAssay. The task is: Regression/Classification. Given a drug SMILES string, predict its absorption, distribution, metabolism, or excretion properties. Task type varies by dataset: regression for continuous measurements (e.g., permeability, clearance, half-life) or binary classification for categorical outcomes (e.g., BBB penetration, CYP inhibition). Dataset: cyp2c9_veith. (1) The compound is O=C(Nc1ccccn1)C(NS(=O)(=O)c1cccc2nsnc12)c1ccccc1. The result is 1 (inhibitor). (2) The result is 1 (inhibitor). The molecule is Cc1ccccc1N1CCN(C(=O)c2ccccc2NC(=O)/C=C\C(=O)O)CC1. (3) The drug is Cc1cccc(CNc2ncncc2-c2ccccc2C(F)(F)F)c1. The result is 0 (non-inhibitor). (4) The compound is N[C@]1(C(=O)O)CCc2cc(P(=O)(O)O)ccc21. The result is 0 (non-inhibitor).